This data is from Reaction yield outcomes from USPTO patents with 853,638 reactions. The task is: Predict the reaction yield, written as a fraction of the theoretical maximum amount of product (1.0 means a 100% yield; for example, 0.34 means a 34% yield). (1) The reactants are [CH:1]1[C:2]2[C:16]3[C:11](=[CH:12][CH:13]=[CH:14][CH:15]=3)[CH:10]=[CH:9][C:3]=2[O:4][C:5]=1[C:6]([OH:8])=[O:7].[CH2:17](O)[CH3:18].S(Cl)(Cl)=O. The catalyst is ClCCl. The product is [CH2:17]([C:1]1[C:2]2[C:16]3[C:11](=[CH:12][CH:13]=[CH:14][CH:15]=3)[CH:10]=[CH:9][C:3]=2[O:4][C:5]=1[C:6]([OH:8])=[O:7])[CH3:18]. The yield is 0.600. (2) The reactants are [Br:1][C:2]1[CH:10]=[CH:9][CH:8]=[C:7]2[C:3]=1[C:4]1([C:15]3=[N:16][C:17]([O:20][CH3:21])=[CH:18][CH:19]=[C:14]3[O:13][CH2:12]1)[C:5](=[O:11])[NH:6]2.ClC[C:24]1[N:25]=[C:26]([CH:29]([CH3:31])[CH3:30])[S:27][CH:28]=1.[C:32](=O)([O-])[O-].[Cs+].[Cs+]. The catalyst is CC(C)=O. The product is [Br:1][C:2]1[CH:10]=[CH:9][CH:8]=[C:7]2[C:3]=1[C:4]1([C:15]3=[N:16][C:17]([O:20][CH3:21])=[CH:18][CH:19]=[C:14]3[O:13][CH2:12]1)[C:5](=[O:11])[N:6]2[CH2:32][C:28]1[S:27][C:26]([CH:29]([CH3:30])[CH3:31])=[N:25][CH:24]=1. The yield is 0.0760. (3) The reactants are [Br:1][C:2]1[CH:9]=[C:8]([F:10])[C:5]([C:6]#[N:7])=[C:4](F)[CH:3]=1.[CH2:12]([O:19][C@H:20]1[CH2:24][CH2:23][CH2:22][C@@H:21]1[NH2:25])[C:13]1[CH:18]=[CH:17][CH:16]=[CH:15][CH:14]=1.CCN(C(C)C)C(C)C.[NH4+].[Cl-]. The catalyst is CS(C)=O. The product is [CH2:12]([O:19][C@H:20]1[CH2:24][CH2:23][CH2:22][C@@H:21]1[NH:25][C:4]1[CH:3]=[C:2]([Br:1])[CH:9]=[C:8]([F:10])[C:5]=1[C:6]#[N:7])[C:13]1[CH:18]=[CH:17][CH:16]=[CH:15][CH:14]=1. The yield is 1.00. (4) The reactants are CN(C)/[CH:3]=[CH:4]/[C:5]1[C:6]([N+:19]([O-])=O)=[CH:7][C:8]([N+:16]([O-])=O)=[C:9]([CH:15]=1)[C:10]([O:12][CH2:13][CH3:14])=[O:11].[H][H]. The catalyst is [Ni].CCO. The product is [NH2:16][C:8]1[CH:7]=[C:6]2[C:5]([CH:4]=[CH:3][NH:19]2)=[CH:15][C:9]=1[C:10]([O:12][CH2:13][CH3:14])=[O:11]. The yield is 0.300. (5) The reactants are [F:1][C:2]1[C:10]([C:11]([OH:13])=O)=[C:9]2[C:5]([CH:6]=[CH:7][NH:8]2)=[CH:4][CH:3]=1.CN(C(ON1N=NC2C=CC=CC1=2)=[N+](C)C)C.[B-](F)(F)(F)F.C(N(CC)C(C)C)(C)C.[C:45]([C:49]1[CH:66]=[CH:65][C:52]([CH2:53][NH:54][CH2:55][CH2:56][C:57]2[CH:62]=[C:61]([F:63])[CH:60]=[C:59]([F:64])[CH:58]=2)=[CH:51][CH:50]=1)([CH3:48])([CH3:47])[CH3:46]. The catalyst is CN(C=O)C.O. The product is [C:45]([C:49]1[CH:50]=[CH:51][C:52]([CH2:53][N:54]([CH2:55][CH2:56][C:57]2[CH:58]=[C:59]([F:64])[CH:60]=[C:61]([F:63])[CH:62]=2)[C:11]([C:10]2[C:2]([F:1])=[CH:3][CH:4]=[C:5]3[C:9]=2[NH:8][CH:7]=[CH:6]3)=[O:13])=[CH:65][CH:66]=1)([CH3:48])([CH3:46])[CH3:47]. The yield is 0.780. (6) The reactants are [CH3:1][S:2]([NH:5][C:6]1[CH:7]=[C:8]2[C:12](=[CH:13][CH:14]=1)[C:11](=[O:15])[N:10]([CH2:16][C:17]([O:19][C:20]([CH3:23])([CH3:22])[CH3:21])=[O:18])[C:9]2=[O:24])(=[O:4])=[O:3].Cl.Cl[CH2:27][CH2:28][N:29]([CH3:31])[CH3:30].C(=O)([O-])[O-].[K+].[K+].[I-].[K+]. The catalyst is CC(C)=O. The product is [CH3:30][N:29]([CH3:31])[CH2:28][CH2:27][N:5]([C:6]1[CH:7]=[C:8]2[C:12](=[CH:13][CH:14]=1)[C:11](=[O:15])[N:10]([CH2:16][C:17]([O:19][C:20]([CH3:21])([CH3:23])[CH3:22])=[O:18])[C:9]2=[O:24])[S:2]([CH3:1])(=[O:3])=[O:4]. The yield is 0.416. (7) The yield is 0.340. The product is [Cl:11][C:10]1[C:5]2[C:4]([O:21][CH:19]([C:13]3[CH:18]=[CH:17][CH:16]=[CH:15][CH:14]=3)[CH3:20])=[N:3][C:2]([NH:28][C:26]3[CH:25]=[N:24][N:23]([CH3:22])[CH:27]=3)=[N:7][C:6]=2[NH:8][CH:9]=1. The reactants are Cl[C:2]1[N:3]=[C:4](Cl)[C:5]2[C:10]([Cl:11])=[CH:9][NH:8][C:6]=2[N:7]=1.[C:13]1([CH:19]([OH:21])[CH3:20])[CH:18]=[CH:17][CH:16]=[CH:15][CH:14]=1.[CH3:22][N:23]1[CH:27]=[C:26]([NH2:28])[CH:25]=[N:24]1. The catalyst is O1CCOCC1.CC(C1C=C(C(C)C)C(C2C(P(C3CCCCC3)C3CCCCC3)=C(OC)C=CC=2OC)=C(C(C)C)C=1)C.C1C=[C-]C(CCN)=CC=1.Cl[Pd+].